This data is from Forward reaction prediction with 1.9M reactions from USPTO patents (1976-2016). The task is: Predict the product of the given reaction. (1) Given the reactants FC(F)(F)C(O)=O.[S:8]1[C:12]2[CH:13]=[CH:14][CH:15]=[CH:16][C:11]=2[N:10]=[C:9]1[S:17]([N:20]1[CH2:25][CH2:24][NH:23][CH2:22][C:21]1=[O:26])(=[O:19])=[O:18].[CH3:27][O:28][C:29]1[CH:30]=[C:31]([CH:51]=[CH:52][C:53]=1[O:54][CH3:55])[CH2:32][O:33][C:34]([NH:36][C:37]1[NH:38][C:39](=[O:50])[C:40]2[N:41]=[CH:42][N:43]([CH2:46][C:47](O)=[O:48])[C:44]=2[N:45]=1)=[O:35], predict the reaction product. The product is: [S:8]1[C:12]2[CH:13]=[CH:14][CH:15]=[CH:16][C:11]=2[N:10]=[C:9]1[S:17]([N:20]1[CH2:25][CH2:24][N:23]([C:47](=[O:48])[CH2:46][N:43]2[CH:42]=[N:41][C:40]3[C:39](=[O:50])[NH:38][C:37]([NH:36][C:34]([O:33][CH2:32][C:31]4[CH:51]=[CH:52][C:53]([O:54][CH3:55])=[C:29]([O:28][CH3:27])[CH:30]=4)=[O:35])=[N:45][C:44]2=3)[CH2:22][C:21]1=[O:26])(=[O:19])=[O:18]. (2) Given the reactants [CH2:1]([O:8][CH2:9][C@H:10]([N:20]1[C:32]2[C:31]3[CH:30]=[CH:29][CH:28]=[CH:27][C:26]=3[N:25]=[CH:24][C:23]=2[N:22]=[C:21]1[CH2:33]Cl)[CH2:11][O:12][Si](C(C)(C)C)(C)C)[C:2]1[CH:7]=[CH:6][CH:5]=[CH:4][CH:3]=1.[F-].C1COCC1, predict the reaction product. The product is: [CH2:1]([O:8][CH2:9][C@@H:10]1[N:20]2[C:32]3[C:31]4[C:26](=[CH:27][CH:28]=[CH:29][CH:30]=4)[N:25]=[CH:24][C:23]=3[N:22]=[C:21]2[CH2:33][O:12][CH2:11]1)[C:2]1[CH:7]=[CH:6][CH:5]=[CH:4][CH:3]=1. (3) The product is: [ClH:14].[ClH:14].[CH2:1]1[NH:6][CH2:5][CH2:4][N:3]2[CH2:7][CH2:8][CH2:9][C@H:2]12. Given the reactants [CH2:1]1[NH:6][CH2:5][CH2:4][N:3]2[C:7](=O)[CH2:8][CH2:9][C@H:2]12.B.CO.[ClH:14], predict the reaction product.